Dataset: Forward reaction prediction with 1.9M reactions from USPTO patents (1976-2016). Task: Predict the product of the given reaction. (1) Given the reactants [CH:1]1[CH:6]=[CH:5][C:4]([CH:7]([NH2:11])[C:8]([NH2:10])=[O:9])=[CH:3][CH:2]=1.[CH2:12]1[CH2:18][S:15](=[O:17])(=[O:16])[O:14][CH2:13]1, predict the reaction product. The product is: [NH2:10][C:8](=[O:9])[C@@H:7]([NH:11][CH2:13][CH2:12][CH2:18][S:15]([OH:17])(=[O:16])=[O:14])[C:4]1[CH:3]=[CH:2][CH:1]=[CH:6][CH:5]=1. (2) Given the reactants Br[C:2]1[CH:8]=[CH:7][CH:6]=[CH:5][C:3]=1[NH2:4].[O:9]1[CH:13]=[CH:12][C:11](B(O)O)=[CH:10]1.C([O-])([O-])=O.[Na+].[Na+].C([O-])(O)=O.[Na+], predict the reaction product. The product is: [O:9]1[CH:13]=[CH:12][C:11]([C:2]2[CH:8]=[CH:7][CH:6]=[CH:5][C:3]=2[NH2:4])=[CH:10]1. (3) Given the reactants FC1C=CC=CC=1C=O.Br[C:11]1[CH:16]=[CH:15][C:14]([S:17]([O-:19])=[O:18])=[CH:13][CH:12]=1.[Na+].[BH4-].[Na+].Br[C:24]([OH:40])(S(C1C=CC=CC=1)(=O)=O)[C:25]1[CH:30]=[CH:29][CH:28]=[CH:27][CH:26]=1.[F:41][C:42]1[CH:47]=[C:46]([F:48])[CH:45]=[CH:44][C:43]=1[C:49](=[O:51])[CH3:50], predict the reaction product. The product is: [F:41][C:42]1[CH:47]=[C:46]([F:48])[CH:45]=[CH:44][C:43]=1[C:49](=[O:51])[CH2:50][C:11]1[CH:16]=[CH:15][C:14]([S:17]([C:30]2[CH:29]=[CH:28][CH:27]=[CH:26][C:25]=2[CH2:24][OH:40])(=[O:19])=[O:18])=[CH:13][CH:12]=1.